From a dataset of Catalyst prediction with 721,799 reactions and 888 catalyst types from USPTO. Predict which catalyst facilitates the given reaction. (1) Reactant: [N+:1]([C:4]1[CH:9]=[CH:8][C:7]([C:10]2[CH:14]=[CH:13][O:12][N:11]=2)=[CH:6][CH:5]=1)([O-])=O.C(O)(=O)C.Cl[Sn]Cl.[OH-].[Na+]. Product: [O:12]1[CH:13]=[CH:14][C:10]([C:7]2[CH:8]=[CH:9][C:4]([NH2:1])=[CH:5][CH:6]=2)=[N:11]1. The catalyst class is: 33. (2) Reactant: C[Si](I)(C)C.C[O:7][CH2:8][C@H:9]([CH3:38])[O:10][C:11]1[CH:12]=[C:13]([CH:23]=[C:24]([O:26][C:27]2[CH:32]=[CH:31][C:30]([C:33]3[N:37]=[CH:36][O:35][N:34]=3)=[CH:29][CH:28]=2)[CH:25]=1)[C:14]([NH:16][C:17]1[CH:21]=[CH:20][N:19]([CH3:22])[N:18]=1)=[O:15]. Product: [OH:7][CH2:8][C@H:9]([CH3:38])[O:10][C:11]1[CH:12]=[C:13]([CH:23]=[C:24]([O:26][C:27]2[CH:32]=[CH:31][C:30]([C:33]3[N:37]=[CH:36][O:35][N:34]=3)=[CH:29][CH:28]=2)[CH:25]=1)[C:14]([NH:16][C:17]1[CH:21]=[CH:20][N:19]([CH3:22])[N:18]=1)=[O:15]. The catalyst class is: 115. (3) Reactant: [OH:1][C:2]1[CH:11]=[C:10]2[C:5]([CH:6]=[CH:7][C:8]([C:12]3[CH:13]=[C:14]([CH:19]=[CH:20][CH:21]=3)[C:15]([O:17][CH3:18])=[O:16])=[CH:9]2)=[CH:4][CH:3]=1.C(=O)([O-])[O-].[Cs+].[Cs+].Cl[CH2:29][C:30]1[C:31]([C:38]2[C:43]([Cl:44])=[CH:42][CH:41]=[CH:40][C:39]=2[Cl:45])=[N:32][O:33][C:34]=1[CH:35]([CH3:37])[CH3:36].C(OCC)(=O)C. Product: [Cl:44][C:43]1[CH:42]=[CH:41][CH:40]=[C:39]([Cl:45])[C:38]=1[C:31]1[C:30]([CH2:29][O:1][C:2]2[CH:11]=[C:10]3[C:5]([CH:6]=[CH:7][C:8]([C:12]4[CH:13]=[C:14]([CH:19]=[CH:20][CH:21]=4)[C:15]([O:17][CH3:18])=[O:16])=[CH:9]3)=[CH:4][CH:3]=2)=[C:34]([CH:35]([CH3:37])[CH3:36])[O:33][N:32]=1. The catalyst class is: 35. (4) Reactant: [CH3:1][O:2][C:3]1[CH:4]=[C:5]([CH:11]=[CH:12][C:13]=1[O:14][CH2:15][CH2:16][NH2:17])[C:6]([O:8]CC)=[O:7].[CH3:18][O:19][C:20]1[CH:21]=[C:22]([CH2:37][C:38](O)=[O:39])[CH:23]=[CH:24][C:25]=1[NH:26][C:27]([NH:29][C:30]1[CH:35]=[CH:34][CH:33]=[CH:32][C:31]=1[CH3:36])=[O:28].CCN(CC)CC.[OH-].[Na+]. Product: [CH3:1][O:2][C:3]1[CH:4]=[C:5]([CH:11]=[CH:12][C:13]=1[O:14][CH2:15][CH2:16][NH:17][C:38](=[O:39])[CH2:37][C:22]1[CH:23]=[CH:24][C:25]([NH:26][C:27]([NH:29][C:30]2[CH:35]=[CH:34][CH:33]=[CH:32][C:31]=2[CH3:36])=[O:28])=[C:20]([O:19][CH3:18])[CH:21]=1)[C:6]([OH:8])=[O:7]. The catalyst class is: 1. (5) Reactant: [C:1]([O:4][CH2:5][CH2:6][O:7][C:8]1[CH:13]=[CH:12][C:11]([C:14]([N:16]2[C:22]3[CH:23]=[CH:24][CH:25]=[CH:26][C:21]=3[CH2:20][N:19]([CH2:27][C:28](=[O:34])[NH:29][CH2:30][CH:31](O)[CH3:32])[C:18](=[O:35])[CH2:17]2)=[O:15])=[C:10]([Cl:36])[CH:9]=1)(=[O:3])[CH3:2].[OH-].COC(NS([N+](CC)(CC)CC)(=O)=O)=O. Product: [C:1]([O:4][CH2:5][CH2:6][O:7][C:8]1[CH:13]=[CH:12][C:11]([C:14]([N:16]2[C:22]3[CH:23]=[CH:24][CH:25]=[CH:26][C:21]=3[CH2:20][N:19]([CH2:27][C:28]3[O:34][CH:31]([CH3:32])[CH2:30][N:29]=3)[C:18](=[O:35])[CH2:17]2)=[O:15])=[C:10]([Cl:36])[CH:9]=1)(=[O:3])[CH3:2]. The catalyst class is: 7.